This data is from Forward reaction prediction with 1.9M reactions from USPTO patents (1976-2016). The task is: Predict the product of the given reaction. (1) The product is: [CH3:1][S:2]([O:27][CH2:26][CH2:25][CH2:24][CH2:23][CH2:22][CH2:21][CH2:20][CH2:19][CH2:18][CH2:17][CH2:16][CH2:15][CH2:14][CH2:13][CH2:12][CH2:11][S:10][C:6]([CH3:8])([CH3:9])[CH3:7])(=[O:4])=[O:3]. Given the reactants [CH3:1][S:2](Cl)(=[O:4])=[O:3].[C:6]([S:10][CH2:11][CH2:12][CH2:13][CH2:14][CH2:15][CH2:16][CH2:17][CH2:18][CH2:19][CH2:20][CH2:21][CH2:22][CH2:23][CH2:24][CH2:25][CH2:26][OH:27])([CH3:9])([CH3:8])[CH3:7].C(N(CC)CC)C, predict the reaction product. (2) Given the reactants Br[C:2]1[CH:7]=[CH:6][C:5]([Br:8])=[CH:4][N:3]=1.[Li]CCCC.CON(C)[C:17](=[O:23])[CH2:18][CH:19]([CH3:22])[CH2:20][CH3:21], predict the reaction product. The product is: [Br:8][C:5]1[CH:6]=[CH:7][C:2]([C:17](=[O:23])[CH2:18][CH:19]([CH3:22])[CH2:20][CH3:21])=[N:3][CH:4]=1.